The task is: Regression. Given a peptide amino acid sequence and an MHC pseudo amino acid sequence, predict their binding affinity value. This is MHC class I binding data.. This data is from Peptide-MHC class I binding affinity with 185,985 pairs from IEDB/IMGT. (1) The binding affinity (normalized) is 0. The MHC is HLA-A31:01 with pseudo-sequence HLA-A31:01. The peptide sequence is RAVKFAEESY. (2) The peptide sequence is YRNFSFSLK. The MHC is HLA-A31:01 with pseudo-sequence HLA-A31:01. The binding affinity (normalized) is 0.286.